From a dataset of Forward reaction prediction with 1.9M reactions from USPTO patents (1976-2016). Predict the product of the given reaction. (1) Given the reactants [C:1]([O:5][C:6]([N:8]1[CH2:13][CH2:12][N:11]([C:14]2[CH:19]=[CH:18][C:17]([NH2:20])=[CH:16][CH:15]=2)[CH2:10][CH2:9]1)=[O:7])([CH3:4])([CH3:3])[CH3:2].[CH:21]([C:24]1[CH:29]=[CH:28][C:27]([C:30]2[C:31]([C:37](O)=[O:38])=[CH:32][CH:33]=[C:34]([CH3:36])[CH:35]=2)=[CH:26][CH:25]=1)([CH3:23])[CH3:22].C1C=CC2N(O)N=NC=2C=1.CCN=C=NCCCN(C)C.Cl, predict the reaction product. The product is: [C:1]([O:5][C:6]([N:8]1[CH2:13][CH2:12][N:11]([C:14]2[CH:15]=[CH:16][C:17]([NH:20][C:37]([C:31]3[C:30]([C:27]4[CH:28]=[CH:29][C:24]([CH:21]([CH3:23])[CH3:22])=[CH:25][CH:26]=4)=[CH:35][C:34]([CH3:36])=[CH:33][CH:32]=3)=[O:38])=[CH:18][CH:19]=2)[CH2:10][CH2:9]1)=[O:7])([CH3:4])([CH3:2])[CH3:3]. (2) Given the reactants [Cl:1][C:2]1[N:11]=[C:10](Cl)[C:9]([F:13])=[CH:8][C:3]=1[C:4]([O:6][CH3:7])=[O:5].[CH3:14]B1OB(C)OB(C)O1.C(=O)([O-])[O-].[Cs+].[Cs+], predict the reaction product. The product is: [Cl:1][C:2]1[N:11]=[C:10]([CH3:14])[C:9]([F:13])=[CH:8][C:3]=1[C:4]([O:6][CH3:7])=[O:5]. (3) Given the reactants [NH2:1][C:2]1[CH:10]=[CH:9][C:8]([O:11][CH3:12])=[CH:7][C:3]=1[C:4]([NH2:6])=[O:5].N1C=CC=CC=1.[N+:19]([C:22]1[CH:23]=[C:24]([CH:28]=[CH:29][CH:30]=1)[C:25](Cl)=[O:26])([O-:21])=[O:20], predict the reaction product. The product is: [CH3:12][O:11][C:8]1[CH:9]=[CH:10][C:2]([NH:1][C:25](=[O:26])[C:24]2[CH:28]=[CH:29][CH:30]=[C:22]([N+:19]([O-:21])=[O:20])[CH:23]=2)=[C:3]([CH:7]=1)[C:4]([NH2:6])=[O:5]. (4) Given the reactants [H-].[Al+3].[Li+].[H-].[H-].[H-].[C:7](OC)(=[O:21])[CH2:8][CH2:9][CH2:10][CH2:11][CH2:12][CH2:13]/[CH:14]=[CH:15]\[CH2:16][CH2:17][CH2:18][CH2:19][CH3:20].O.[OH-].[Na+], predict the reaction product. The product is: [CH2:7]([OH:21])[CH2:8][CH2:9][CH2:10][CH2:11][CH2:12][CH2:13]/[CH:14]=[CH:15]\[CH2:16][CH2:17][CH2:18][CH2:19][CH3:20]. (5) Given the reactants [C:1]([CH2:3][C:4]1([CH3:17])[CH2:9][CH2:8][N:7]([C:10]([O:12][C:13]([CH3:16])([CH3:15])[CH3:14])=[O:11])[CH2:6][CH2:5]1)#N.[OH-:18].[Na+].C(OC(OC(C)(C)C)=O)(OC(C)(C)C)=O.[OH2:35], predict the reaction product. The product is: [C:13]([O:12][C:10]([N:7]1[CH2:8][CH2:9][C:4]([CH2:3][C:1]([OH:35])=[O:18])([CH3:17])[CH2:5][CH2:6]1)=[O:11])([CH3:16])([CH3:15])[CH3:14]. (6) Given the reactants [CH2:1]([O:8][C:9]([N:11]1[CH2:16][CH2:15][CH:14]([C:17](=[O:26])[NH:18][C:19]2[CH:24]=[C:23](Cl)[N:22]=[CH:21][N:20]=2)[CH2:13][CH2:12]1)=[O:10])[C:2]1[CH:7]=[CH:6][CH:5]=[CH:4][CH:3]=1.[CH2:27]([O:34][C:35]1[CH:40]=[CH:39][CH:38]=[CH:37][C:36]=1B(O)O)[C:28]1[CH:33]=[CH:32][CH:31]=[CH:30][CH:29]=1.C1(P(C2C=CC=CC=2)C2C=CC=CC=2)C=CC=CC=1, predict the reaction product. The product is: [CH2:1]([O:8][C:9]([N:11]1[CH2:16][CH2:15][CH:14]([C:17](=[O:26])[NH:18][C:19]2[CH:24]=[C:23]([C:36]3[CH:37]=[CH:38][CH:39]=[CH:40][C:35]=3[O:34][CH2:27][C:28]3[CH:29]=[CH:30][CH:31]=[CH:32][CH:33]=3)[N:22]=[CH:21][N:20]=2)[CH2:13][CH2:12]1)=[O:10])[C:2]1[CH:7]=[CH:6][CH:5]=[CH:4][CH:3]=1. (7) Given the reactants [OH:1][C:2]1([C:13]2[N:18]=[CH:17][C:16]([C:19]3[CH:24]=[C:23]([CH3:25])[CH:22]=[C:21]([NH:26][C:27]4[CH:32]=[C:31]([C:33]([F:36])([F:35])[F:34])[CH:30]=[CH:29][N:28]=4)[N:20]=3)=[CH:15][CH:14]=2)[CH2:7][CH2:6][CH:5]([C:8]([OH:10])=O)[C:4]([CH3:12])([CH3:11])[CH2:3]1.C(Cl)CCl.C1C=CC2N(O)N=[N:47]C=2C=1.CCN(C(C)C)C(C)C.[Cl-].[NH4+], predict the reaction product. The product is: [OH:1][C:2]1([C:13]2[N:18]=[CH:17][C:16]([C:19]3[CH:24]=[C:23]([CH3:25])[CH:22]=[C:21]([NH:26][C:27]4[CH:32]=[C:31]([C:33]([F:36])([F:35])[F:34])[CH:30]=[CH:29][N:28]=4)[N:20]=3)=[CH:15][CH:14]=2)[CH2:7][CH2:6][CH:5]([C:8]([NH2:47])=[O:10])[C:4]([CH3:12])([CH3:11])[CH2:3]1. (8) Given the reactants [NH2:1][C:2]1[N:23]=[C:22](Cl)[CH:21]=[CH:20][C:3]=1[C:4]([NH:6][CH2:7][C:8]1[S:9][C:10]([O:13][C:14]2[CH:19]=[CH:18][CH:17]=[CH:16][CH:15]=2)=[CH:11][CH:12]=1)=[O:5].[CH2:25]([NH2:28])[CH2:26][NH2:27].O, predict the reaction product. The product is: [NH2:1][C:2]1[N:23]=[C:22]([NH:27][CH2:26][CH2:25][NH2:28])[CH:21]=[CH:20][C:3]=1[C:4]([NH:6][CH2:7][C:8]1[S:9][C:10]([O:13][C:14]2[CH:19]=[CH:18][CH:17]=[CH:16][CH:15]=2)=[CH:11][CH:12]=1)=[O:5]. (9) Given the reactants Cl[C:2]1[N:7]2[CH:8]=[CH:9][N:10]=[C:6]2[CH:5]=[C:4]([C:11]2[CH:12]=[N:13][N:14]([CH3:16])[CH:15]=2)[N:3]=1.O.[F:18][CH2:19][CH2:20][C:21]1([N:32]2[CH:36]=[C:35](B3OC(C)(C)C(C)(C)O3)[CH:34]=[N:33]2)[CH2:24][N:23]([C:25]([O:27][C:28]([CH3:31])([CH3:30])[CH3:29])=[O:26])[CH2:22]1.C(=O)([O-])[O-].[K+].[K+], predict the reaction product. The product is: [F:18][CH2:19][CH2:20][C:21]1([N:32]2[CH:36]=[C:35]([C:2]3[N:7]4[CH:8]=[CH:9][N:10]=[C:6]4[CH:5]=[C:4]([C:11]4[CH:12]=[N:13][N:14]([CH3:16])[CH:15]=4)[N:3]=3)[CH:34]=[N:33]2)[CH2:22][N:23]([C:25]([O:27][C:28]([CH3:30])([CH3:31])[CH3:29])=[O:26])[CH2:24]1. (10) Given the reactants Br[C:2]1[N:7]2[CH:8]=[C:9](/[CH:11]=[CH:12]/[C:13]3[CH:22]=[CH:21][C:20]4[C:15](=[CH:16][CH:17]=[CH:18][CH:19]=4)[N:14]=3)[N:10]=[C:6]2[C:5]([N:23]2[CH2:28][CH2:27][O:26][CH2:25][CH2:24]2)=[N:4][CH:3]=1.COC1C=CC(C[N:36]2[C:41](=[O:42])[N:40]([CH3:43])[C:39]3[CH:44]=[CH:45][C:46](B4OC(C)(C)C(C)(C)O4)=[CH:47][C:38]=3[S:37]2(=[O:58])=[O:57])=CC=1.[C:61]([OH:67])([C:63]([F:66])([F:65])[F:64])=[O:62], predict the reaction product. The product is: [F:64][C:63]([F:66])([F:65])[C:61]([OH:67])=[O:62].[CH3:43][N:40]1[C:39]2[CH:44]=[CH:45][C:46]([C:2]3[N:7]4[CH:8]=[C:9](/[CH:11]=[CH:12]/[C:13]5[CH:22]=[CH:21][C:20]6[C:15](=[CH:16][CH:17]=[CH:18][CH:19]=6)[N:14]=5)[N:10]=[C:6]4[C:5]([N:23]4[CH2:24][CH2:25][O:26][CH2:27][CH2:28]4)=[N:4][CH:3]=3)=[CH:47][C:38]=2[S:37](=[O:58])(=[O:57])[NH:36][C:41]1=[O:42].